Dataset: NCI-60 drug combinations with 297,098 pairs across 59 cell lines. Task: Regression. Given two drug SMILES strings and cell line genomic features, predict the synergy score measuring deviation from expected non-interaction effect. Drug 1: C1CN(CCN1C(=O)CCBr)C(=O)CCBr. Drug 2: B(C(CC(C)C)NC(=O)C(CC1=CC=CC=C1)NC(=O)C2=NC=CN=C2)(O)O. Cell line: KM12. Synergy scores: CSS=78.8, Synergy_ZIP=-7.65, Synergy_Bliss=-8.61, Synergy_Loewe=-6.91, Synergy_HSA=-6.48.